Dataset: Forward reaction prediction with 1.9M reactions from USPTO patents (1976-2016). Task: Predict the product of the given reaction. Given the reactants C([N-]C(C)C)(C)C.[Li+].[C:9]([N:16]1[CH2:21][CH2:20][CH:19]([C:22]#[N:23])[CH2:18][CH2:17]1)([O:11][C:12]([CH3:15])([CH3:14])[CH3:13])=[O:10].Cl[C:25]1[N:29]([S:30]([N:33]([CH3:35])[CH3:34])(=[O:32])=[O:31])[C:28]2[CH:36]=[CH:37][C:38]([Cl:40])=[CH:39][C:27]=2[N:26]=1, predict the reaction product. The product is: [Cl:40][C:38]1[CH:37]=[CH:36][C:28]2[N:29]([S:30](=[O:32])(=[O:31])[N:33]([CH3:35])[CH3:34])[C:25]([C:19]3([C:22]#[N:23])[CH2:18][CH2:17][N:16]([C:9]([O:11][C:12]([CH3:13])([CH3:15])[CH3:14])=[O:10])[CH2:21][CH2:20]3)=[N:26][C:27]=2[CH:39]=1.